From a dataset of Forward reaction prediction with 1.9M reactions from USPTO patents (1976-2016). Predict the product of the given reaction. (1) Given the reactants [Br:1][C:2]1[CH:3]=[CH:4][C:5]([Cl:11])=[C:6]([CH:10]=1)[C:7](Cl)=[O:8].[O:12]1[C:17]2[CH:18]=[CH:19][CH:20]=[CH:21][C:16]=2[N:15]([C:22](=[O:27])[C:23]([F:26])([F:25])[F:24])[CH2:14][CH2:13]1.[Al+3].[Cl-].[Cl-].[Cl-], predict the reaction product. The product is: [Br:1][C:2]1[CH:3]=[CH:4][C:5]([Cl:11])=[C:6]([CH:10]=1)[C:7]([C:20]1[CH:19]=[CH:18][C:17]2[O:12][CH2:13][CH2:14][N:15]([C:22](=[O:27])[C:23]([F:25])([F:24])[F:26])[C:16]=2[CH:21]=1)=[O:8]. (2) Given the reactants [Cl:1][C:2]1[CH:20]=[CH:19][C:5]2[N:6]([C:11]3[CH:12]=[N:13][C:14]([O:17][CH3:18])=[CH:15][CH:16]=3)[C:7]([CH2:9]Cl)=[N:8][C:4]=2[CH:3]=1.[CH3:21][S:22]([C:25]1[C:33]2[C:28](=[CH:29][CH:30]=[CH:31][CH:32]=2)[NH:27][N:26]=1)(=[O:24])=[O:23], predict the reaction product. The product is: [Cl:1][C:2]1[CH:20]=[CH:19][C:5]2[N:6]([C:11]3[CH:12]=[N:13][C:14]([O:17][CH3:18])=[CH:15][CH:16]=3)[C:7]([CH2:9][N:27]3[C:28]4[C:33](=[CH:32][CH:31]=[CH:30][CH:29]=4)[C:25]([S:22]([CH3:21])(=[O:23])=[O:24])=[N:26]3)=[N:8][C:4]=2[CH:3]=1. (3) Given the reactants [OH:1][C:2]1[C:15]2[C:14](=[O:16])[C:13]3[C:8](=[CH:9][CH:10]=[CH:11][CH:12]=3)[C:7](=[O:17])[C:6]=2[CH:5]=[C:4]([OH:18])[CH:3]=1.C[O-].[Na+].[CH2:22](Br)[CH:23]=[C:24]([CH3:26])[CH3:25], predict the reaction product. The product is: [OH:1][C:2]1[C:15]2[C:14](=[O:16])[C:13]3[C:8](=[CH:9][CH:10]=[CH:11][CH:12]=3)[C:7](=[O:17])[C:6]=2[C:5]([CH2:22][CH:23]=[C:24]([CH3:26])[CH3:25])=[C:4]([OH:18])[CH:3]=1. (4) The product is: [ClH:27].[CH2:8]([N:11]([CH2:15][CH2:16][C:17]1[CH:18]=[CH:19][C:20]2[O:25][CH2:24][CH2:23][N:22]([CH2:28][C:29]3[C:38]4[C:33](=[CH:34][CH:35]=[CH:36][CH:37]=4)[CH:32]=[CH:31][CH:30]=3)[C:21]=2[CH:26]=1)[CH2:12][CH2:13][CH3:14])[CH2:9][CH3:10]. Given the reactants C(=O)([O-])[O-].[K+].[K+].Cl.[CH2:8]([N:11]([CH2:15][CH2:16][C:17]1[CH:18]=[CH:19][C:20]2[O:25][CH2:24][CH2:23][NH:22][C:21]=2[CH:26]=1)[CH2:12][CH2:13][CH3:14])[CH2:9][CH3:10].[Cl:27][CH2:28][C:29]1[C:38]2[C:33](=[CH:34][CH:35]=[CH:36][CH:37]=2)[CH:32]=[CH:31][CH:30]=1.O, predict the reaction product. (5) Given the reactants ClC1C=CC(C(=O)C([N:14]2[CH:18]=[N:17][C:16]([C:19]([F:22])([F:21])[F:20])=[N:15]2)=CN(C)C)=CC=1.O.NN, predict the reaction product. The product is: [F:20][C:19]([F:22])([F:21])[C:16]1[N:17]=[CH:18][NH:14][N:15]=1. (6) Given the reactants C(OC(=O)[NH:7][C:8]1[CH:13]=[CH:12][C:11]([CH3:14])=[C:10]([O:15][C:16]2[CH:17]=[CH:18][C:19]3[N:20]([N:22]=[C:23]([NH:25][C:26]([CH:28]4[CH2:30][CH2:29]4)=[O:27])[N:24]=3)[CH:21]=2)[CH:9]=1)(C)(C)C.FC(F)(F)C(O)=O, predict the reaction product. The product is: [NH2:7][C:8]1[CH:13]=[CH:12][C:11]([CH3:14])=[C:10]([CH:9]=1)[O:15][C:16]1[CH:17]=[CH:18][C:19]2[N:20]([N:22]=[C:23]([NH:25][C:26]([CH:28]3[CH2:30][CH2:29]3)=[O:27])[N:24]=2)[CH:21]=1.